Dataset: Reaction yield outcomes from USPTO patents with 853,638 reactions. Task: Predict the reaction yield, written as a fraction of the theoretical maximum amount of product (1.0 means a 100% yield; for example, 0.34 means a 34% yield). The reactants are [CH2:1]([O:8][C:9]([N:11]1[CH2:15][CH:14]2[C:16](=[O:19])[CH2:17][CH2:18][CH:13]2[CH2:12]1)=[O:10])[C:2]1[CH:7]=[CH:6][CH:5]=[CH:4][CH:3]=1.C([BH-](C(CC)C)C(CC)C)(CC)C.[Li+].OO.O. The catalyst is O1CCCC1. The product is [CH2:1]([O:8][C:9]([N:11]1[CH2:15][CH:14]2[CH:16]([OH:19])[CH2:17][CH2:18][CH:13]2[CH2:12]1)=[O:10])[C:2]1[CH:7]=[CH:6][CH:5]=[CH:4][CH:3]=1. The yield is 0.900.